Dataset: Reaction yield outcomes from USPTO patents with 853,638 reactions. Task: Predict the reaction yield, written as a fraction of the theoretical maximum amount of product (1.0 means a 100% yield; for example, 0.34 means a 34% yield). (1) The reactants are [F:1][C:2]1[C:3]([OH:9])=[N:4][C:5]([F:8])=[CH:6][CH:7]=1.C(N(CC)CC)C.[F:17][C:18]([F:31])([F:30])[S:19](O[S:19]([C:18]([F:31])([F:30])[F:17])(=[O:21])=[O:20])(=[O:21])=[O:20].C(OCC)(=O)C. The catalyst is C(Cl)Cl. The product is [F:17][C:18]([F:31])([F:30])[S:19]([O:9][C:3]1[C:2]([F:1])=[CH:7][CH:6]=[C:5]([F:8])[N:4]=1)(=[O:21])=[O:20]. The yield is 0.760. (2) The reactants are [N+:1]([C:4]1[CH:9]=[CH:8][C:7]([NH:10][C:11]([NH2:13])=[S:12])=[CH:6][CH:5]=1)([O-:3])=[O:2].[CH2:14](OC(OCC)CBr)[CH3:15]. The catalyst is C(O)(=O)C. The product is [N+:1]([C:4]1[CH:9]=[CH:8][C:7]([NH:10][C:11]2[S:12][CH:14]=[CH:15][N:13]=2)=[CH:6][CH:5]=1)([O-:3])=[O:2]. The yield is 0.490. (3) The catalyst is COCCOC. The product is [F:14][C:15]1[CH:20]=[CH:19][CH:18]=[CH:17][C:16]=1[C:4]1[CH:5]=[CH:6][CH:7]=[C:8]([O:9][CH3:10])[C:3]=1[O:2][CH3:1]. The reactants are [CH3:1][O:2][C:3]1[C:8]([O:9][CH3:10])=[CH:7][CH:6]=[CH:5][C:4]=1B(O)O.[F:14][C:15]1[CH:20]=[CH:19][CH:18]=[CH:17][C:16]=1Br.C(=O)([O-])[O-].[Na+].[Na+]. The yield is 0.850. (4) The reactants are CC1(C)C(C)(C)OB([C:9]2[CH:18]=[C:17]3[C:12]([CH:13]=[C:14]([NH2:19])[N:15]=[CH:16]3)=[CH:11][CH:10]=2)O1.Br[C:22]1[CH:23]=[C:24]([C:29]([O:31][CH3:32])=[O:30])[CH:25]=[N:26][C:27]=1[CH3:28].C(=O)([O-])[O-].[K+].[K+].COCCOC.O. The catalyst is C(OCC)(=O)C.CC(P(C(C)(C)C)C1C=CC(N(C)C)=CC=1)(C)C.CC(P(C(C)(C)C)C1C=CC(N(C)C)=CC=1)(C)C.Cl[Pd]Cl. The product is [NH2:19][C:14]1[N:15]=[CH:16][C:17]2[C:12]([CH:13]=1)=[CH:11][CH:10]=[C:9]([C:22]1[C:27]([CH3:28])=[N:26][CH:25]=[C:24]([CH:23]=1)[C:29]([O:31][CH3:32])=[O:30])[CH:18]=2. The yield is 0.740. (5) The reactants are Cl[CH2:2][CH2:3][N:4]([CH2:19][CH2:20]Cl)[C:5]1[C:6]([CH3:18])=[C:7]([CH3:17])[C:8]2[O:12][C:11]([CH3:14])([CH3:13])[CH2:10][C:9]=2[C:15]=1[CH3:16].[CH3:22][N:23]1[CH:27]=[CH:26][C:25]([NH2:28])=[N:24]1. No catalyst specified. The product is [CH3:22][N:23]1[CH:27]=[CH:26][C:25]([N:28]2[CH2:20][CH2:19][N:4]([C:5]3[C:6]([CH3:18])=[C:7]([CH3:17])[C:8]4[O:12][C:11]([CH3:14])([CH3:13])[CH2:10][C:9]=4[C:15]=3[CH3:16])[CH2:3][CH2:2]2)=[N:24]1. The yield is 0.480. (6) The yield is 0.440. The reactants are [I:1][C:2]1[C:13]([C:14]([O:16][CH2:17][CH3:18])=[O:15])=[C:5]2[CH2:6][NH:7][C@@H:8]3[CH2:12][O:11][CH2:10][C@@H:9]3[N:4]2[N:3]=1.[CH3:19][C:20]([O:23][C:24](O[C:24]([O:23][C:20]([CH3:22])([CH3:21])[CH3:19])=[O:25])=[O:25])([CH3:22])[CH3:21]. The product is [I:1][C:2]1[C:13]([C:14]([O:16][CH2:17][CH3:18])=[O:15])=[C:5]2[CH2:6][N:7]([C:24]([O:23][C:20]([CH3:22])([CH3:21])[CH3:19])=[O:25])[C@@H:8]3[CH2:12][O:11][CH2:10][C@@H:9]3[N:4]2[N:3]=1. The catalyst is C(Cl)Cl.O. (7) The reactants are [Br:1][C:2]1[CH:7]=[CH:6][C:5]([N:8]2[C:16]([C:17]([NH:19][CH3:20])=[O:18])=[C:15]3[C:10]([CH:11]=[C:12]([NH:24][CH2:25][CH3:26])[C:13]([CH:21]4[CH2:23][CH2:22]4)=[CH:14]3)=[N:9]2)=[CH:4][CH:3]=1.CCN(C(C)C)C(C)C.[C:36](Cl)(=[O:38])[CH3:37]. The catalyst is C(Cl)Cl. The product is [C:36]([N:24]([CH2:25][CH3:26])[C:12]1[C:13]([CH:21]2[CH2:23][CH2:22]2)=[CH:14][C:15]2[C:10]([CH:11]=1)=[N:9][N:8]([C:5]1[CH:4]=[CH:3][C:2]([Br:1])=[CH:7][CH:6]=1)[C:16]=2[C:17]([NH:19][CH3:20])=[O:18])(=[O:38])[CH3:37]. The yield is 0.610. (8) The reactants are [C:1]1([C:7]2[N:11]([S:12]([C:15]3[S:16][CH:17]=[CH:18][CH:19]=3)(=[O:14])=[O:13])[CH:10]=[C:9]([CH:20]=O)[CH:8]=2)[CH:6]=[CH:5][CH:4]=[CH:3][CH:2]=1.CO.[CH3:24][NH2:25].[BH4-].[Na+].[ClH:28].C(=O)([O-])O.[Na+]. The catalyst is CO. The product is [ClH:28].[CH3:24][NH:25][CH2:20][C:9]1[CH:8]=[C:7]([C:1]2[CH:6]=[CH:5][CH:4]=[CH:3][CH:2]=2)[N:11]([S:12]([C:15]2[S:16][CH:17]=[CH:18][CH:19]=2)(=[O:14])=[O:13])[CH:10]=1. The yield is 0.820.